This data is from Antibody developability classification from SAbDab with 2,409 antibodies. The task is: Regression/Classification. Given an antibody's heavy chain and light chain sequences, predict its developability. TAP uses regression for 5 developability metrics; SAbDab uses binary classification. (1) The antibody is ['QVQLQQSGPQLVRPGASVKISCKTSGYSFTSFWMHWVKQWPGQGLEWIGMIDPSENKIRLNQNFKDRATLTVDTSSATAYIQFSRPTSEDSGVYYCAMVRRGYWGQGTTLTVSA', 'DIQMTQSPSSLSASLGERVSLTCRASQEISGYLSWLQRKPDGTIKRLIYTASTVDSGVPNRFSGSRSGSDYSLTISSLESEDFADYYCLQYDTYPWTFGGGTKLEIK']. Result: 1 (developable). (2) The antibody is ['1tjg', 'PROT_09A57F9F']. Result: 0 (not developable). (3) The antibody is ['EGQLVQSGAELKKPGASVKISCKTSGYRFNFYHINWIRQTAGRGPEWMGWISPYSGDKNLAPAFQDRVIMTTDTEVPVTSFTSTGAAYMEIRNLKFDDTGTYFCAKGLLRDGSSTWLPYLWGQGTLLTVSS', 'QSVLTQSASVSGSLGQSVTISCTGPNSVCCSHKSISWYQWPPGRAPTLIIYEDNERAPGISPRFSGYKSYWSAYLTISDLRPEDETTYYCCSYTHNSGCVFGTGTKVSVL']. Result: 0 (not developable). (4) The antibody is ['EVQLVQSGAEVKKPGESLKISCKGSGYSFTNFYIHWVRQAPGQRLEWMGSIYPNYGDTAYNQKFKDRFVFSLDTSVSTAYLQISSLKAEDTAVYYCARGYSYAMDYWGQGTTVTVSS', 'DIQMTQSPSSVSASVGDRVTITCSASQGISGDLNWYQQKPGKAPKLLIYHTSSLHSGVPSRFSGSGSGTDFTLTISSLQPEDFATYYCQYYSKDLLTFGGGTKLEIK']. Result: 0 (not developable). (5) The antibody is ['EVQLVQSGAEVKKPGASVKVSCKASGYTFTGYYMHWVRQAPGQGLEWMGWINPNSGGTNYCQKFQGRVTMTRDTSISTAYMELSRLRSDDTAVYYCARGKNSDYNWDFQHWGQGTLVTVSS', 'EIVLTQSPATLSLSPGERATLSCRASQSVSSYLAWYQQKPGQAPRLLIYDASNRATGIPARFSGSGSGTDFTLTISSLEPEDFAVYYCQQYEFFGQGTKLEIK']. Result: 1 (developable). (6) Result: 0 (not developable). The antibody is ['1xf3', 'ELQMTQSPASLSASVGETVTITCRASENIYSYLAWYQQKQGKSPQLLVYNAKTLAEGVPSRFSGSGSGTQFSLKINSLQPEDFGSYYCQHHYGTPLTFGAGTKLELK'].